This data is from Full USPTO retrosynthesis dataset with 1.9M reactions from patents (1976-2016). The task is: Predict the reactants needed to synthesize the given product. (1) Given the product [CH3:1][C:2]1[N:3]=[C:4]([C:22]2[CH:27]=[CH:26][C:25]([C:28]([F:30])([F:29])[F:31])=[CH:24][CH:23]=2)[S:5][C:6]=1[CH2:7][N:8]1[C:9]2[C:14](=[CH:13][C:12]([O:17][CH2:18][C:19]([OH:21])=[O:20])=[CH:11][CH:10]=2)[CH:15]=[CH:16]1, predict the reactants needed to synthesize it. The reactants are: [CH3:1][C:2]1[N:3]=[C:4]([C:22]2[CH:27]=[CH:26][C:25]([C:28]([F:31])([F:30])[F:29])=[CH:24][CH:23]=2)[S:5][C:6]=1[CH2:7][N:8]1[C:16]2[C:11](=[C:12]([O:17][CH2:18][C:19]([OH:21])=[O:20])[CH:13]=[CH:14][CH:15]=2)[CH:10]=[CH:9]1.COC(=O)COC1C=C2C(=CC=1)N(CC1SC(C3C=CC(C(F)(F)F)=CC=3)=NC=1C)C=C2. (2) Given the product [C:1]([O:5][CH2:6][CH2:7][O:8][C:9]1[CH:10]=[CH:11][CH:12]=[CH:13][CH:14]=1)(=[O:4])[CH:2]=[CH2:3].[C:15]([O:19][CH2:20][C:21]1[CH:26]=[CH:25][CH:24]=[CH:23][CH:22]=1)(=[O:18])[CH:16]=[CH2:17].[C:27]([O:32][CH3:33])(=[O:31])[C:28]([CH3:30])=[CH2:29].[C:34]([OH:38])(=[O:37])[CH:35]=[CH2:36], predict the reactants needed to synthesize it. The reactants are: [C:1]([O:5][CH2:6][CH2:7][O:8][C:9]1[CH:14]=[CH:13][CH:12]=[CH:11][CH:10]=1)(=[O:4])[CH:2]=[CH2:3].[C:15]([O:19][CH2:20][C:21]1[CH:26]=[CH:25][CH:24]=[CH:23][CH:22]=1)(=[O:18])[CH:16]=[CH2:17].[C:27]([O:32][CH3:33])(=[O:31])[C:28]([CH3:30])=[CH2:29].[C:34]([OH:38])(=[O:37])[CH:35]=[CH2:36].N(C(C)(C)C(OC)=O)=NC(C)(C)C(OC)=O. (3) Given the product [CH2:1]([O:8][NH:9][C@H:10]1[CH2:15][N:14]([C:16]([O:18][CH2:19][CH:20]2[C:21]3[CH:22]=[CH:23][CH:24]=[CH:25][C:26]=3[C:27]3[C:32]2=[CH:31][CH:30]=[CH:29][CH:28]=3)=[O:17])[CH:13]([C:33](=[O:35])[NH2:34])[C:12]([CH2:36][O:37][Si:38]([C:41]([CH3:44])([CH3:43])[CH3:42])([CH3:39])[CH3:40])=[CH:11]1)[C:2]1[CH:7]=[CH:6][CH:5]=[CH:4][CH:3]=1, predict the reactants needed to synthesize it. The reactants are: [CH2:1]([O:8][N:9](C(OC(C)(C)C)=O)[C@H:10]1[CH2:15][N:14]([C:16]([O:18][CH2:19][CH:20]2[C:32]3[CH:31]=[CH:30][CH:29]=[CH:28][C:27]=3[C:26]3[C:21]2=[CH:22][CH:23]=[CH:24][CH:25]=3)=[O:17])[CH:13]([C:33](=[O:35])[NH2:34])[C:12]([CH2:36][O:37][Si:38]([C:41]([CH3:44])([CH3:43])[CH3:42])([CH3:40])[CH3:39])=[CH:11]1)[C:2]1[CH:7]=[CH:6][CH:5]=[CH:4][CH:3]=1.